Predict which catalyst facilitates the given reaction. From a dataset of Catalyst prediction with 721,799 reactions and 888 catalyst types from USPTO. (1) Reactant: [OH:1][C:2]1[CH:3]=[CH:4][C:5]([CH3:11])=[C:6]([CH:10]=1)[C:7]([OH:9])=[O:8].C(=O)([O-])[O-].[K+].[K+].[Cl:18][C:19]1[CH:20]=[C:21]([CH:24]=[CH:25][CH:26]=1)[CH2:22]Br. Product: [Cl:18][C:19]1[CH:20]=[C:21]([CH2:22][O:1][C:2]2[CH:3]=[CH:4][C:5]([CH3:11])=[C:6]([CH:10]=2)[C:7]([O:9][CH2:22][C:21]2[CH:24]=[CH:25][CH:26]=[C:19]([Cl:18])[CH:20]=2)=[O:8])[CH:24]=[CH:25][CH:26]=1. The catalyst class is: 39. (2) Reactant: [Cl:1][C:2]1[CH:26]=[C:25]([Cl:27])[CH:24]=[CH:23][C:3]=1[C:4]([NH:6][CH:7]([C:14]12[CH2:21][CH2:20][CH:17]([CH2:18][CH2:19]1)[CH2:16][N:15]2[CH3:22])[C:8]1[CH:13]=[CH:12][CH:11]=[CH:10][CH:9]=1)=[O:5].C(=O)=O. Product: [Cl:1][C:2]1[CH:26]=[C:25]([Cl:27])[CH:24]=[CH:23][C:3]=1[C:4]([NH:6][C@@H:7]([C:14]12[CH2:19][CH2:18][CH:17]([CH2:20][CH2:21]1)[CH2:16][N:15]2[CH3:22])[C:8]1[CH:9]=[CH:10][CH:11]=[CH:12][CH:13]=1)=[O:5].[Cl:1][C:2]1[CH:26]=[C:25]([Cl:27])[CH:24]=[CH:23][C:3]=1[C:4]([NH:6][C@H:7]([C:14]12[CH2:19][CH2:18][CH:17]([CH2:20][CH2:21]1)[CH2:16][N:15]2[CH3:22])[C:8]1[CH:9]=[CH:10][CH:11]=[CH:12][CH:13]=1)=[O:5]. The catalyst class is: 5. (3) Reactant: C[O:2][C:3](=[O:18])[CH2:4][N:5]1[C:10]2[CH:11]=[CH:12][CH:13]=[CH:14][C:9]=2[O:8][C:7]([CH3:16])([CH3:15])[C:6]1=[O:17].[OH-].[Na+]. Product: [CH3:15][C:7]1([CH3:16])[C:6](=[O:17])[N:5]([CH2:4][C:3]([OH:18])=[O:2])[C:10]2[CH:11]=[CH:12][CH:13]=[CH:14][C:9]=2[O:8]1. The catalyst class is: 5. (4) Reactant: [F:1][C:2]1[C:7]([O:8][CH3:9])=[CH:6][C:5]([O:10][CH3:11])=[C:4]([F:12])[C:3]=1[N:13]1[CH2:18][C:17]2[CH:19]=[N:20][C:21]3[N:25](S(C4C=CC=CC=4)(=O)=O)[C:24]([CH2:35][CH2:36][N:37]4[CH2:42][CH2:41][O:40][CH2:39][CH2:38]4)=[CH:23][C:22]=3[C:16]=2[N:15]([C:43]2[CH:48]=[CH:47][CH:46]=[CH:45][C:44]=2[F:49])[C:14]1=[O:50].CC(C)([O-])C.[K+]. Product: [F:12][C:4]1[C:5]([O:10][CH3:11])=[CH:6][C:7]([O:8][CH3:9])=[C:2]([F:1])[C:3]=1[N:13]1[CH2:18][C:17]2[CH:19]=[N:20][C:21]3[NH:25][C:24]([CH2:35][CH2:36][N:37]4[CH2:38][CH2:39][O:40][CH2:41][CH2:42]4)=[CH:23][C:22]=3[C:16]=2[N:15]([C:43]2[CH:48]=[CH:47][CH:46]=[CH:45][C:44]=2[F:49])[C:14]1=[O:50]. The catalyst class is: 7. (5) The catalyst class is: 104. Product: [CH2:18]([O:20][C:21](=[O:40])[CH2:22][C:23]1[CH:24]=[C:25]([C:5]2[CH:4]=[CH:3][C:2]([Br:1])=[CH:16][C:6]=2[CH2:7][N:8]([C:9]([CH:11]2[CH2:13][CH2:12]2)=[O:10])[CH2:14][CH3:15])[C:26]([O:29][CH3:30])=[CH:27][CH:28]=1)[CH3:19]. Reactant: [Br:1][C:2]1[CH:3]=[CH:4][C:5](I)=[C:6]([CH:16]=1)[CH2:7][N:8]([CH2:14][CH3:15])[C:9]([CH:11]1[CH2:13][CH2:12]1)=[O:10].[CH2:18]([O:20][C:21](=[O:40])[CH2:22][C:23]1[CH:28]=[CH:27][C:26]([O:29][CH3:30])=[C:25](B2OC(C)(C)C(C)(C)O2)[CH:24]=1)[CH3:19].C(=O)([O-])[O-].[K+].[K+].O. (6) Reactant: [CH2:1]([Zn]CC)C.FC(F)(F)C(O)=O.C(I)I.[CH3:16][CH:17]([C:20]1[CH:25]=[CH:24][CH:23]=[C:22]([CH:26]([CH2:28][CH3:29])[CH3:27])[C:21]=1[OH:30])[CH:18]=[CH2:19]. Product: [CH:26]([C:22]1[CH:23]=[CH:24][CH:25]=[C:20]([CH:17]([CH:18]2[CH2:1][CH2:19]2)[CH3:16])[C:21]=1[OH:30])([CH2:28][CH3:29])[CH3:27]. The catalyst class is: 4. (7) Reactant: Cl.[NH:2]1[CH2:7][CH2:6][C:5](=[O:8])[CH2:4][CH2:3]1.C([O-])([O-])=O.[K+].[K+].[C:15](Cl)([O:17][CH2:18][C:19]1[CH:24]=[CH:23][CH:22]=[CH:21][CH:20]=1)=[O:16].C(OCC)(=O)C.CCCCCC. Product: [O:8]=[C:5]1[CH2:6][CH2:7][N:2]([C:15]([O:17][CH2:18][C:19]2[CH:24]=[CH:23][CH:22]=[CH:21][CH:20]=2)=[O:16])[CH2:3][CH2:4]1. The catalyst class is: 30.